Dataset: Reaction yield outcomes from USPTO patents with 853,638 reactions. Task: Predict the reaction yield, written as a fraction of the theoretical maximum amount of product (1.0 means a 100% yield; for example, 0.34 means a 34% yield). (1) The reactants are [CH3:1][C:2]([OH:7])([CH3:6])[CH2:3][CH2:4][OH:5].C(N(CC)CC)C.[CH3:15][S:16](Cl)(=[O:18])=[O:17]. The catalyst is ClCCl. The product is [CH3:15][S:16]([O:5][CH2:4][CH2:3][C:2]([OH:7])([CH3:6])[CH3:1])(=[O:18])=[O:17]. The yield is 0.720. (2) The reactants are [Br:1][C:2]1[CH:3]=[C:4]([C:9]2[O:13][N:12]=[CH:11][C:10]=2[C:14](OCC)=[O:15])[CH:5]=[CH:6][C:7]=1[F:8].[H-].C([Al+]CC(C)C)C(C)C.Cl. The catalyst is O1CCCC1. The product is [Br:1][C:2]1[CH:3]=[C:4]([C:9]2[O:13][N:12]=[CH:11][C:10]=2[CH2:14][OH:15])[CH:5]=[CH:6][C:7]=1[F:8]. The yield is 0.950. (3) The reactants are [F:1][CH:2](S(C1C=CC=CC=1)(=O)=O)[C:3]1([NH:7][S:8]([C:10]([CH3:13])([CH3:12])[CH3:11])=[O:9])[CH2:6][CH2:5][CH2:4]1.C([O-])(=O)C.[Na+].[Mg].C(=O)([O-])O.[Na+]. The catalyst is CN(C)C=O.C(O)(=O)C.O. The product is [F:1][CH2:2][C:3]1([NH:7][S:8]([C:10]([CH3:13])([CH3:12])[CH3:11])=[O:9])[CH2:4][CH2:5][CH2:6]1. The yield is 0.530. (4) The reactants are FC(F)(F)C(O)=O.[C:8]([C:10]1[CH:15]=[CH:14][C:13]([N:16]2[CH2:21][CH2:20][N:19]([C:22]([C@H:24]3[CH2:29][CH2:28][CH2:27][CH2:26][N:25]3C(OC(C)(C)C)=O)=[O:23])[CH2:18][CH2:17]2)=[CH:12][C:11]=1[NH:37][C@@H:38]([C:40]1[CH:45]=[CH:44][C:43]([Cl:46])=[CH:42][C:41]=1[Cl:47])[CH3:39])#[N:9]. The catalyst is ClCCl. The product is [Cl:47][C:41]1[CH:42]=[C:43]([Cl:46])[CH:44]=[CH:45][C:40]=1[C@H:38]([NH:37][C:11]1[CH:12]=[C:13]([N:16]2[CH2:17][CH2:18][N:19]([C:22]([C@H:24]3[CH2:29][CH2:28][CH2:27][CH2:26][NH:25]3)=[O:23])[CH2:20][CH2:21]2)[CH:14]=[CH:15][C:10]=1[C:8]#[N:9])[CH3:39]. The yield is 0.750.